Dataset: Catalyst prediction with 721,799 reactions and 888 catalyst types from USPTO. Task: Predict which catalyst facilitates the given reaction. Reactant: I[C:2]1[CH:3]=[N:4][N:5]2[CH2:10][CH2:9][N:8]([C:11]([O:13][C:14]([CH3:17])([CH3:16])[CH3:15])=[O:12])[CH2:7][C:6]=12.C([O-])([O-])=O.[Cs+].[Cs+].[CH3:24][C:25]1[CH:26]=[N:27][NH:28][CH:29]=1. Product: [CH3:24][C:25]1[CH:26]=[N:27][N:28]([C:2]2[CH:3]=[N:4][N:5]3[CH2:10][CH2:9][N:8]([C:11]([O:13][C:14]([CH3:17])([CH3:16])[CH3:15])=[O:12])[CH2:7][C:6]=23)[CH:29]=1. The catalyst class is: 3.